This data is from Catalyst prediction with 721,799 reactions and 888 catalyst types from USPTO. The task is: Predict which catalyst facilitates the given reaction. Reactant: [CH3:1][CH2:2][Mg+].[Br-].[CH3:5][C@:6]12[CH2:22][CH2:21][C@H:20]3[C@@H:11]([CH:12]=[CH:13][C:14]4[C@@H:19]3[CH2:18][CH2:17][C:16](=[O:23])[CH:15]=4)[C@@H:10]1[CH2:9][CH2:8][C:7]2=[O:24].[NH4+].[Cl-].CCOC(C)=O.CCCCCC. Product: [CH2:1]([C@H:12]1[CH2:13][C:14]2[C@H:19]([CH2:18][CH2:17][C:16](=[O:23])[CH:15]=2)[C@@H:20]2[C@@H:11]1[C@H:10]1[C@@:6]([CH2:22][CH2:21]2)([CH3:5])[C:7](=[O:24])[CH2:8][CH2:9]1)[CH3:2]. The catalyst class is: 1.